From a dataset of Forward reaction prediction with 1.9M reactions from USPTO patents (1976-2016). Predict the product of the given reaction. (1) Given the reactants [NH2:1][CH2:2][CH:3]1[CH2:8][CH2:7][N:6](C(OC(C)(C)C)=O)[CH2:5][CH2:4]1.[N:16]([C:19]1[CH:24]=[C:23]([C:25]([F:28])([F:27])[F:26])[CH:22]=[C:21]([C:29]([F:32])([F:31])[F:30])[CH:20]=1)=[C:17]=[O:18], predict the reaction product. The product is: [F:26][C:25]([F:27])([F:28])[C:23]1[CH:24]=[C:19]([NH:16][C:17]([NH:1][CH2:2][CH:3]2[CH2:4][CH2:5][NH:6][CH2:7][CH2:8]2)=[O:18])[CH:20]=[C:21]([C:29]([F:32])([F:30])[F:31])[CH:22]=1. (2) Given the reactants [C:1]([O:5][C:6]([NH:8][CH2:9][CH2:10][CH:11]1CCCCN1)=[O:7])([CH3:4])([CH3:3])[CH3:2].[CH3:17][CH2:18][N:19]([CH:23]([CH3:25])C)[CH:20]([CH3:22])C.F[C:27]1[CH:32]=[CH:31]C=C[N:28]=1, predict the reaction product. The product is: [C:1]([O:5][C:6]([NH:8][CH2:9][CH2:10][CH:11]1[CH2:17][CH2:18][N:19]([C:20]2[CH:22]=[CH:31][CH:32]=[CH:27][N:28]=2)[CH2:23][CH2:25]1)=[O:7])([CH3:2])([CH3:4])[CH3:3]. (3) Given the reactants [CH2:1]([NH:9][C:10]1[C:11]([NH2:20])=[CH:12][C:13]([C:16]([F:19])([F:18])[F:17])=[CH:14][CH:15]=1)[CH2:2][C:3]1[CH:8]=[CH:7][CH:6]=[CH:5][CH:4]=1.[C:21](N1C=CN=C1)(N1C=CN=C1)=[O:22], predict the reaction product. The product is: [CH2:1]([N:9]1[C:10]2[CH:15]=[CH:14][C:13]([C:16]([F:17])([F:19])[F:18])=[CH:12][C:11]=2[NH:20][C:21]1=[O:22])[CH2:2][C:3]1[CH:4]=[CH:5][CH:6]=[CH:7][CH:8]=1. (4) Given the reactants [F:1][C:2]1[CH:7]=[CH:6][CH:5]=[CH:4][C:3]=1[CH2:8][CH2:9][NH2:10].[CH:11]1(O)[C:20]2[C:15](=[CH:16][CH:17]=[CH:18][CH:19]=2)[CH2:14][CH2:13][O:12]1.C([BH3-])#N.[Na+].N.[C:27]([OH:30])(=[O:29])C, predict the reaction product. The product is: [C:3]([O:30][C:27](=[O:29])[N:10]([CH2:9][CH2:8][C:3]1[CH:4]=[CH:5][CH:6]=[CH:7][C:2]=1[F:1])[CH2:11][C:20]1[CH:19]=[CH:18][CH:17]=[CH:16][C:15]=1[CH2:14][CH2:13][OH:12])([CH3:8])([CH3:4])[CH3:2].